Dataset: Full USPTO retrosynthesis dataset with 1.9M reactions from patents (1976-2016). Task: Predict the reactants needed to synthesize the given product. Given the product [O:19]1[C:5]23[CH:10]([CH2:9][CH2:8][CH2:7][CH2:6]2)[CH2:1][O:2][CH2:3][CH:4]13, predict the reactants needed to synthesize it. The reactants are: [CH2:1]1[CH:10]2[C:5]([CH2:6][CH2:7][CH2:8][CH2:9]2)=[CH:4][CH2:3][O:2]1.C1C=C(Cl)C=C(C(OO)=[O:19])C=1.